Task: Predict the product of the given reaction.. Dataset: Forward reaction prediction with 1.9M reactions from USPTO patents (1976-2016) (1) Given the reactants [C:1]([C:3]1[CH:4]=[C:5]([NH:9][C:10]2[C:19]3[C:14](=[CH:15][C:16]([O:21][CH3:22])=[C:17]([OH:20])[CH:18]=3)[N:13]=[CH:12][N:11]=2)[CH:6]=[CH:7][CH:8]=1)#[CH:2].Cl[CH2:24][CH2:25][CH2:26][N:27]1[CH2:32][CH2:31][CH:30]2[CH2:33][O:34][CH2:35][CH:29]2[CH2:28]1.C([O-])([O-])=O.[K+].[K+].C(Cl)Cl, predict the reaction product. The product is: [C:1]([C:3]1[CH:4]=[C:5]([NH:9][C:10]2[C:19]3[C:14](=[CH:15][C:16]([O:21][CH3:22])=[C:17]([O:20][CH2:24][CH2:25][CH2:26][N:27]4[CH2:32][CH2:31][CH:30]5[CH2:33][O:34][CH2:35][CH:29]5[CH2:28]4)[CH:18]=3)[N:13]=[CH:12][N:11]=2)[CH:6]=[CH:7][CH:8]=1)#[CH:2]. (2) Given the reactants N.CO.[CH2:4]([O:6][C:7](=[O:22])/[CH:8]=[C:9](/[N:17]1CCCC1)\[C@H:10]([CH3:16])[C@H:11]([CH3:15])/[CH:12]=[CH:13]/[CH3:14])[CH3:5], predict the reaction product. The product is: [CH2:4]([O:6][C:7](=[O:22])/[CH:8]=[C:9](\[NH2:17])/[C@H:10]([CH3:16])[C@H:11]([CH3:15])/[CH:12]=[CH:13]/[CH3:14])[CH3:5]. (3) Given the reactants [NH2:1][C:2]1[N:3]=[CH:4][C:5]([C:8]2[C:9]([F:19])=[C:10]([OH:18])[C:11]([CH:14]3[CH2:17][CH2:16][CH2:15]3)=[CH:12][CH:13]=2)=[N:6][CH:7]=1.[Br:20][C:21]1[CH:22]=[N:23][C:24](Cl)=[N:25][CH:26]=1.C(=O)([O-])[O-].[Cs+].[Cs+], predict the reaction product. The product is: [Br:20][C:21]1[CH:22]=[N:23][C:24]([O:18][C:10]2[C:9]([F:19])=[C:8]([C:5]3[N:6]=[CH:7][C:2]([NH2:1])=[N:3][CH:4]=3)[CH:13]=[CH:12][C:11]=2[CH:14]2[CH2:15][CH2:16][CH2:17]2)=[N:25][CH:26]=1. (4) Given the reactants [Br:1][C:2]1[CH:3]=[N:4][N:5]2[C:10]([N:11]([CH2:19][CH:20]3[CH2:22][CH2:21]3)[C:12](=[O:18])[O:13][C:14]([CH3:17])([CH3:16])[CH3:15])=[CH:9][C:8](Cl)=[N:7][C:6]=12.[NH2:24][C@H:25]1[CH2:30][CH2:29][CH2:28][CH2:27][C@H:26]1[OH:31].Cl.CCN(C(C)C)C(C)C, predict the reaction product. The product is: [Br:1][C:2]1[CH:3]=[N:4][N:5]2[C:10]([N:11]([CH2:19][CH:20]3[CH2:22][CH2:21]3)[C:12](=[O:18])[O:13][C:14]([CH3:17])([CH3:16])[CH3:15])=[CH:9][C:8]([NH:24][C@H:25]3[CH2:30][CH2:29][CH2:28][CH2:27][C@H:26]3[OH:31])=[N:7][C:6]=12. (5) Given the reactants [Br:1][C:2]1[S:6][C:5]([C:7]2[CH2:11][CH:10]([CH2:12]OS(C)(=O)=O)[O:9][N:8]=2)=[CH:4][CH:3]=1.[N-:18]=[N+:19]=[N-:20].[Na+].[Cl-].[Na+], predict the reaction product. The product is: [N:18]([CH2:12][CH:10]1[O:9][N:8]=[C:7]([C:5]2[S:6][C:2]([Br:1])=[CH:3][CH:4]=2)[CH2:11]1)=[N+:19]=[N-:20]. (6) Given the reactants N[C:2]1[N:6]([C:7]2[CH:12]=[CH:11][N:10]=[C:9]([Cl:13])[CH:8]=2)[N:5]=[C:4]([NH:14][C:15]2[CH:20]=[CH:19][C:18]([S:21]([NH2:24])(=[O:23])=[O:22])=[CH:17][CH:16]=2)[N:3]=1.CC(O)C.N(OCCC(C)C)=O, predict the reaction product. The product is: [Cl:13][C:9]1[CH:8]=[C:7]([N:6]2[CH:2]=[N:3][C:4]([NH:14][C:15]3[CH:16]=[CH:17][C:18]([S:21]([NH2:24])(=[O:22])=[O:23])=[CH:19][CH:20]=3)=[N:5]2)[CH:12]=[CH:11][N:10]=1. (7) Given the reactants [Br:1][C:2]1[CH:3]=[C:4]([C:8]2[N:9]=[C:10]3[C:15]([CH3:16])=[C:14]([CH3:17])[C:13]([C:18](O)=[O:19])=[C:12]([Cl:21])[N:11]3[CH:22]=2)[CH:5]=[CH:6][CH:7]=1.BrC1C=C(C2N=C3C=C(C)C(C(=O)[C:40]([O:42][CH3:43])=[O:41])=C(Cl)N3C=2)C=CC=1, predict the reaction product. The product is: [Br:1][C:2]1[CH:3]=[C:4]([C:8]2[N:9]=[C:10]3[C:15]([CH3:16])=[C:14]([CH3:17])[C:13]([C:18](=[O:19])[C:40]([O:42][CH3:43])=[O:41])=[C:12]([Cl:21])[N:11]3[CH:22]=2)[CH:5]=[CH:6][CH:7]=1. (8) Given the reactants C([NH:8][C:9]1[S:10][CH:11]=[C:12]([C:14]([O:16][CH2:17][P:18]([O:23]CC)([O:20]CC)=[O:19])=[O:15])[N:13]=1)(OC(C)(C)C)=O.C1(OC)C=CC=CC=1, predict the reaction product. The product is: [NH2:8][C:9]1[S:10][CH:11]=[C:12]([C:14]([O:16][CH2:17][P:18]([OH:23])([OH:20])=[O:19])=[O:15])[N:13]=1. (9) Given the reactants [CH:1]([O:4][C:5]([N:7]1[CH2:12][CH2:11][CH2:10][CH2:9][CH2:8]1)=[O:6])([CH3:3])[CH3:2].CC(OI1(OC(C)=O)(OC(C)=O)O[C:24](=[O:25])[C:23]2C=CC=[CH:19][C:18]1=2)=O, predict the reaction product. The product is: [CH:1]([O:4][C:5]([N:7]1[CH2:12][CH2:11][CH:10]([C@H:18]([CH3:19])[CH2:23][CH:24]=[O:25])[CH2:9][CH2:8]1)=[O:6])([CH3:3])[CH3:2]. (10) Given the reactants [CH2:1]([C@@H:5]1[NH:23][C:22](=[O:24])[O:21][CH2:20][CH2:19][CH2:18][CH2:17][CH2:16][CH2:15][CH2:14][C:13]2[CH:25]=[CH:26][CH:27]=[CH:28][C:12]=2[O:11][C@H:10]2[CH2:29][N:7]([C@H:8]([C:30]([NH:32][C@:33]3([C:38]([OH:40])=O)[CH2:35][C@H:34]3[CH:36]=[CH2:37])=[O:31])[CH2:9]2)[C:6]1=[O:41])[CH2:2][CH2:3][CH3:4].C(N1C=CN=C1)(N1C=CN=C1)=O.[CH:54]1([S:57]([NH2:60])(=[O:59])=[O:58])[CH2:56][CH2:55]1.C1CCN2C(=NCCC2)CC1, predict the reaction product. The product is: [CH2:1]([C@@H:5]1[NH:23][C:22](=[O:24])[O:21][CH2:20][CH2:19][CH2:18][CH2:17][CH2:16][CH2:15][CH2:14][C:13]2[CH:25]=[CH:26][CH:27]=[CH:28][C:12]=2[O:11][C@H:10]2[CH2:29][N:7]([C@H:8]([C:30]([NH:32][C@:33]3([C:38]([NH:60][S:57]([CH:54]4[CH2:56][CH2:55]4)(=[O:59])=[O:58])=[O:40])[CH2:35][C@H:34]3[CH:36]=[CH2:37])=[O:31])[CH2:9]2)[C:6]1=[O:41])[CH2:2][CH2:3][CH3:4].